This data is from Catalyst prediction with 721,799 reactions and 888 catalyst types from USPTO. The task is: Predict which catalyst facilitates the given reaction. (1) Reactant: [N+:1]([O-:4])([OH:3])=[O:2].C(=O)([O-])[O-].[Ca+2:9]. Product: [N+:1]([O-:4])([O-:3])=[O:2].[Ca+2:9].[N+:1]([O-:4])([O-:3])=[O:2]. The catalyst class is: 6. (2) Reactant: C(OC([NH:8][CH2:9][C:10]1[C:11]([CH2:29][CH:30]([CH3:32])[CH3:31])=[N:12][C:13]2[C:18]([C:19]=1[C:20]1[CH:25]=[CH:24][CH:23]=[CH:22][CH:21]=1)=[CH:17][C:16]([C:26]([OH:28])=[O:27])=[CH:15][CH:14]=2)=O)(C)(C)C.[ClH:33]. Product: [ClH:33].[ClH:33].[NH2:8][CH2:9][C:10]1[C:11]([CH2:29][CH:30]([CH3:32])[CH3:31])=[N:12][C:13]2[C:18]([C:19]=1[C:20]1[CH:25]=[CH:24][CH:23]=[CH:22][CH:21]=1)=[CH:17][C:16]([C:26]([OH:28])=[O:27])=[CH:15][CH:14]=2. The catalyst class is: 54.